This data is from Catalyst prediction with 721,799 reactions and 888 catalyst types from USPTO. The task is: Predict which catalyst facilitates the given reaction. (1) Reactant: Cl[C:2]1[N:7]=[C:6]([C:8]2[C:9]([C:17]3[CH:22]=[CH:21][C:20]([F:23])=[CH:19][CH:18]=3)=[N:10][N:11]3[CH2:16][CH2:15][CH2:14][CH2:13][C:12]=23)[CH:5]=[CH:4][N:3]=1.[C:24]([NH2:27])(=[O:26])[CH3:25].[H-].[Na+]. Product: [F:23][C:20]1[CH:21]=[CH:22][C:17]([C:9]2[C:8]([C:6]3[CH:5]=[CH:4][N:3]=[C:2]([NH:27][C:24](=[O:26])[CH3:25])[N:7]=3)=[C:12]3[CH2:13][CH2:14][CH2:15][CH2:16][N:11]3[N:10]=2)=[CH:18][CH:19]=1. The catalyst class is: 9. (2) Reactant: [NH:1]1[C:9]2[C:4](=[CH:5][C:6](C(OC)=O)=[CH:7][CH:8]=2)[CH:3]=[CH:2]1.[Cl-].C([Al+]CC)C.[C:20](Cl)(=[O:22])[CH3:21].[C:28]([OH:30])(=[O:29])[CH2:26][C:26]([CH2:26][C:28]([OH:30])=[O:29])([C:28]([OH:30])=[O:29])O. Product: [C:20]([C:3]1[C:4]2[C:9](=[CH:8][CH:7]=[CH:6][CH:5]=2)[N:1]([CH2:26][C:28]([OH:30])=[O:29])[CH:2]=1)(=[O:22])[CH3:21]. The catalyst class is: 2. (3) Reactant: [CH3:1][S:2][C:3]1[CH:4]=[CH:5][C:6]([C:9](OCC)=[O:10])=[N:7][CH:8]=1.[BH4-].[Na+].C(O)C.O1CCCC1. Product: [CH3:1][S:2][C:3]1[CH:4]=[CH:5][C:6]([CH2:9][OH:10])=[N:7][CH:8]=1. The catalyst class is: 6. (4) The catalyst class is: 4. Product: [OH:8][C:9]1[CH:10]=[CH:11][C:12]([O:13][CH2:14][CH2:15][CH2:16][C:17]2[CH:34]=[CH:33][C:20]([O:21][CH2:22][C:23]3[CH:32]=[CH:31][CH:30]=[CH:29][C:24]=3[C:25]([O:27][CH3:28])=[O:26])=[CH:19][CH:18]=2)=[CH:35][CH:36]=1. Reactant: C([O:8][C:9]1[CH:36]=[CH:35][C:12]([O:13][CH2:14][CH2:15][CH2:16][C:17]2[CH:34]=[CH:33][C:20]([O:21][CH2:22][C:23]3[CH:32]=[CH:31][CH:30]=[CH:29][C:24]=3[C:25]([O:27][CH3:28])=[O:26])=[CH:19][CH:18]=2)=[CH:11][CH:10]=1)C1C=CC=CC=1.CSC.B(F)(F)F.CCOCC.CCOC(C)=O. (5) Reactant: [N:1]1([C:7]2[C:8]3[CH2:15][S:14][CH2:13][C:9]=3[N:10]=[CH:11][N:12]=2)[CH2:6][CH2:5][NH:4][CH2:3][CH2:2]1.C(N(CC)CC)C.[C:23]([O:27][C:28]([NH:30][C@H:31]([CH2:35][C:36]1[CH:41]=[CH:40][C:39]([Cl:42])=[CH:38][CH:37]=1)[C:32](O)=[O:33])=[O:29])([CH3:26])([CH3:25])[CH3:24].CN(C(ON1N=NC2C=CC=CC1=2)=[N+](C)C)C.F[P-](F)(F)(F)(F)F. Product: [Cl:42][C:39]1[CH:40]=[CH:41][C:36]([CH2:35][C@@H:31]([NH:30][C:28](=[O:29])[O:27][C:23]([CH3:25])([CH3:24])[CH3:26])[C:32]([N:4]2[CH2:5][CH2:6][N:1]([C:7]3[C:8]4[CH2:15][S:14][CH2:13][C:9]=4[N:10]=[CH:11][N:12]=3)[CH2:2][CH2:3]2)=[O:33])=[CH:37][CH:38]=1. The catalyst class is: 2. (6) Reactant: [N:1]1[C:10]2[C:5](=[CH:6][C:7]([CH:11]([CH3:15])[C:12]([OH:14])=O)=[CH:8][CH:9]=2)[CH:4]=[CH:3][CH:2]=1.CCN(C(C)C)C(C)C.[Cl:25][C:26]1[N:31]=[N:30][C:29]([NH:32][NH2:33])=[CH:28][CH:27]=1. Product: [Cl:25][C:26]1[N:31]=[N:30][C:29]([NH:32][NH:33][C:12](=[O:14])[CH:11]([C:7]2[CH:6]=[C:5]3[C:10](=[CH:9][CH:8]=2)[N:1]=[CH:2][CH:3]=[CH:4]3)[CH3:15])=[CH:28][CH:27]=1. The catalyst class is: 3. (7) Reactant: [CH2:1]([O:3][C:4](=[O:34])[CH2:5][C:6]1[CH:33]=[C:9]2[CH2:10][N:11]([C:15]([O:17][CH2:18][C:19]3[CH:24]=[C:23]([C:25]([F:28])([F:27])[F:26])[CH:22]=[C:21]([C:29]([F:32])([F:31])[F:30])[CH:20]=3)=[O:16])[CH2:12][CH2:13][CH2:14][N:8]2[N:7]=1)[CH3:2].[CH:35]([N-]C(C)C)(C)C.[Li+].CI. Product: [CH2:1]([O:3][C:4](=[O:34])[CH:5]([C:6]1[CH:33]=[C:9]2[CH2:10][N:11]([C:15]([O:17][CH2:18][C:19]3[CH:24]=[C:23]([C:25]([F:26])([F:27])[F:28])[CH:22]=[C:21]([C:29]([F:30])([F:31])[F:32])[CH:20]=3)=[O:16])[CH2:12][CH2:13][CH2:14][N:8]2[N:7]=1)[CH3:35])[CH3:2]. The catalyst class is: 1. (8) Reactant: C([N:4]1[C:12]2[C:7](=[CH:8][CH:9]=[CH:10][CH:11]=2)[C:6](=[C:13](Cl)[C:14]2[CH:19]=[CH:18][C:17]([N+:20]([O-:22])=[O:21])=[CH:16][CH:15]=2)[C:5]1=[O:24])(=O)C.[CH3:25][N:26]([CH2:28][C:29]1[CH:35]=[CH:34][C:32]([NH2:33])=[CH:31][CH:30]=1)[CH3:27].[OH-].[Na+]. Product: [CH3:27][N:26]([CH2:28][C:29]1[CH:30]=[CH:31][C:32]([NH:33]/[C:13](=[C:6]2\[C:5](=[O:24])[NH:4][C:12]3[C:7]\2=[CH:8][CH:9]=[CH:10][CH:11]=3)/[C:14]2[CH:15]=[CH:16][C:17]([N+:20]([O-:22])=[O:21])=[CH:18][CH:19]=2)=[CH:34][CH:35]=1)[CH3:25]. The catalyst class is: 121. (9) Product: [NH2:18][CH2:17][C:11]1([CH2:10][C:9]([OH:19])=[O:8])[CH2:16][CH2:15][CH2:14][CH2:13][CH2:12]1. Reactant: C([O:8][C:9](=[O:19])[CH2:10][C:11]1([C:17]#[N:18])[CH:16]=[CH:15][CH2:14][CH:13]=[CH:12]1)C1C=CC=CC=1.[NH4+].[OH-]. The catalyst class is: 43. (10) Reactant: Cl[C:2]1[C:11]2[C:6](=[CH:7][C:8]([Cl:12])=[CH:9][CH:10]=2)[N:5]=[CH:4][CH:3]=1.[NH2:13][CH2:14][C:15]([OH:17])=[O:16].C1(O)C=CC=CC=1. Product: [Cl:12][C:8]1[CH:7]=[C:6]2[C:11]([C:2]([NH:13][CH2:14][C:15]([OH:17])=[O:16])=[CH:3][CH:4]=[N:5]2)=[CH:10][CH:9]=1. The catalyst class is: 25.